The task is: Predict hERG channel inhibition at various concentrations.. This data is from hERG Central: cardiac toxicity at 1µM, 10µM, and general inhibition. The compound is N=c1c(C(=O)NCc2ccc(F)cc2)cc2c(=O)n3ccccc3nc2n1CCCN1CCOCC1. Results: hERG_inhib (hERG inhibition (general)): blocker.